From a dataset of Catalyst prediction with 721,799 reactions and 888 catalyst types from USPTO. Predict which catalyst facilitates the given reaction. (1) Reactant: CC1(C)C(C)(C)OB([C:9]2[CH:10]=[C:11]3[CH:17]=[CH:16][NH:15][C:12]3=[N:13][CH:14]=2)O1.BrC1C=C2C=CNC2=NC=1.[F:29][CH:30]([F:49])[CH2:31][N:32]1[CH:36]=[C:35]([C:37]2[CH:42]=[CH:41][N:40]=[C:39]([NH:43][CH2:44][CH2:45][C:46]#[N:47])[N:38]=2)[C:34](I)=[N:33]1.[F-].[Cs+].ClCCl. Product: [F:49][CH:30]([F:29])[CH2:31][N:32]1[CH:36]=[C:35]([C:37]2[CH:42]=[CH:41][N:40]=[C:39]([NH:43][CH2:44][CH2:45][C:46]#[N:47])[N:38]=2)[C:34]([C:9]2[CH:10]=[C:11]3[CH:17]=[CH:16][NH:15][C:12]3=[N:13][CH:14]=2)=[N:33]1. The catalyst class is: 438. (2) Reactant: [ClH:1].[CH3:2][C:3]1[C:4]2[CH2:5][N:6](CC3C=CC=CC=3)[C@@H:7]3[C@@H:12]([C:13]=2[CH:14]=[CH:15][CH:16]=1)[C:11]1[CH:17]=[C:18]([O:23][CH3:24])[C:19]([O:21][CH3:22])=[CH:20][C:10]=1[CH2:9][CH2:8]3.CC(C)C. Product: [ClH:1].[CH3:2][C:3]1[C:4]2[CH2:5][NH:6][C@@H:7]3[C@@H:12]([C:13]=2[CH:14]=[CH:15][CH:16]=1)[C:11]1[CH:17]=[C:18]([O:23][CH3:24])[C:19]([O:21][CH3:22])=[CH:20][C:10]=1[CH2:9][CH2:8]3. The catalyst class is: 29.